This data is from Full USPTO retrosynthesis dataset with 1.9M reactions from patents (1976-2016). The task is: Predict the reactants needed to synthesize the given product. (1) Given the product [CH2:10]([N:12]([CH2:16][CH3:17])[C:13](=[O:14])[O:9][C:8]1[C:3]([C:1]#[N:2])=[N:4][CH:5]=[CH:6][CH:7]=1)[CH3:11], predict the reactants needed to synthesize it. The reactants are: [C:1]([C:3]1[C:8]([OH:9])=[CH:7][CH:6]=[CH:5][N:4]=1)#[N:2].[CH2:10]([N:12]([CH2:16][CH3:17])[C:13](Cl)=[O:14])[CH3:11]. (2) Given the product [Cl:3][C:4]1[N:9]=[C:8]([O:10][C:11]2[CH:20]=[CH:19][C:18]([NH2:21])=[C:17]3[C:12]=2[CH:13]=[CH:14][CH:15]=[N:16]3)[CH:7]=[CH:6][N:5]=1, predict the reactants needed to synthesize it. The reactants are: [NH4+].[Cl-].[Cl:3][C:4]1[N:9]=[C:8]([O:10][C:11]2[CH:20]=[CH:19][C:18]([N+:21]([O-])=O)=[C:17]3[C:12]=2[CH:13]=[CH:14][CH:15]=[N:16]3)[CH:7]=[CH:6][N:5]=1. (3) Given the product [F:20][C:21]1[CH:27]=[CH:26][C:24]([NH:25][CH:10]2[C:11]3[C:7](=[CH:6][C:5]([NH:14][C:15](=[O:19])[O:16][CH2:17][CH3:18])=[C:4]([N+:1]([O-:3])=[O:2])[CH:12]=3)[CH2:8][CH2:9]2)=[CH:23][CH:22]=1, predict the reactants needed to synthesize it. The reactants are: [N+:1]([C:4]1[CH:12]=[C:11]2[C:7]([CH2:8][CH2:9][C:10]2=O)=[CH:6][C:5]=1[NH:14][C:15](=[O:19])[O:16][CH2:17][CH3:18])([O-:3])=[O:2].[F:20][C:21]1[CH:27]=[CH:26][C:24]([NH2:25])=[CH:23][CH:22]=1.[B][B][B][B][B][B][B][B][B][B]. (4) Given the product [CH3:25][N:14]([CH2:13][C:9]1[N:8]([CH2:27][CH2:28][C:29]#[N:30])[CH:12]=[CH:11][N:10]=1)[CH:15]1[C:24]2[N:23]=[CH:22][CH:21]=[CH:20][C:19]=2[CH2:18][CH2:17][CH2:16]1, predict the reactants needed to synthesize it. The reactants are: OC(C(F)(F)F)=O.[NH:8]1[CH:12]=[CH:11][N:10]=[C:9]1[CH2:13][N:14]([CH3:25])[CH:15]1[C:24]2[N:23]=[CH:22][CH:21]=[CH:20][C:19]=2[CH2:18][CH2:17][CH2:16]1.Br[CH2:27][CH2:28][C:29]#[N:30].C([O-])([O-])=O.[K+].[K+]. (5) Given the product [O:1]1[CH:5]=[CH:4][C:3]([C:6]2[N:10]([CH3:11])[N:9]=[CH:8][C:7]=2/[CH:12]=[CH:13]/[C:14]([OH:16])=[O:15])=[CH:2]1, predict the reactants needed to synthesize it. The reactants are: [O:1]1[CH:5]=[CH:4][C:3]([C:6]2[N:10]([CH3:11])[N:9]=[CH:8][C:7]=2/[CH:12]=[CH:13]/[C:14]([O:16]CC)=[O:15])=[CH:2]1.O1CCCC1.[OH-].[Na+].Cl. (6) Given the product [CH3:1][O:2][C:3]([C:4]1([N+:5]#[C-:6])[CH2:9][C:10]2[N:11]=[CH:12][CH:13]=[CH:14][C:15]=2[CH2:16]1)=[O:7], predict the reactants needed to synthesize it. The reactants are: [CH3:1][O:2][C:3](=[O:7])[CH2:4][N+:5]#[C-:6].Cl[CH2:9][C:10]1[C:15]([CH2:16]Cl)=[CH:14][CH:13]=[CH:12][N:11]=1.CC(C)([O-])C.[K+]. (7) Given the product [Cl:1][C:2]1[CH:7]=[CH:6][C:5]([CH:8]2[C:9]3[C:10](=[N:11][N:12]([C:17]4[C:18]([O:25][CH3:26])=[N:19][C:20]([O:23][CH3:24])=[N:21][CH:22]=4)[C:13]=3[CH:14]([CH3:16])[CH3:15])[C:27](=[O:29])[N:30]2[C:31]2[CH:32]=[C:33]([CH3:41])[C:34]3[O:38][N:37]=[C:36]([CH3:39])[C:35]=3[CH:40]=2)=[CH:4][CH:3]=1, predict the reactants needed to synthesize it. The reactants are: [Cl:1][C:2]1[CH:7]=[CH:6][C:5]([CH:8]([NH:30][C:31]2[CH:32]=[C:33]([CH3:41])[C:34]3[O:38][N:37]=[C:36]([CH3:39])[C:35]=3[CH:40]=2)[C:9]2[C:10]([C:27]([OH:29])=O)=[N:11][N:12]([C:17]3[C:18]([O:25][CH3:26])=[N:19][C:20]([O:23][CH3:24])=[N:21][CH:22]=3)[C:13]=2[CH:14]([CH3:16])[CH3:15])=[CH:4][CH:3]=1.